From a dataset of Forward reaction prediction with 1.9M reactions from USPTO patents (1976-2016). Predict the product of the given reaction. (1) The product is: [Cl:11][C:4]1[N:3]=[C:2]([NH:19][CH2:20][CH2:21][NH:22][C:23]2[N:28]=[C:27]([NH2:29])[C:26]([N+:30]([O-:32])=[O:31])=[CH:25][CH:24]=2)[N:7]2[CH:8]=[CH:9][N:10]=[C:6]2[CH:5]=1. Given the reactants Cl[C:2]1[N:7]2[CH:8]=[CH:9][N:10]=[C:6]2[CH:5]=[C:4]([Cl:11])[N:3]=1.FC(F)(F)C(O)=O.[NH2:19][CH2:20][CH2:21][NH:22][C:23]1[N:28]=[C:27]([NH2:29])[C:26]([N+:30]([O-:32])=[O:31])=[CH:25][CH:24]=1.CCN(C(C)C)C(C)C.O, predict the reaction product. (2) Given the reactants [C:1]([O:5][C:6]([N:8]1[CH2:15][CH2:14][CH2:13][C@H:9]1[C:10]([OH:12])=[O:11])=[O:7])([CH3:4])([CH3:3])[CH3:2].CCN(C(C)C)C(C)C.Br[CH2:26][C:27]([C:29]1[CH:36]=[CH:35][C:32]([C:33]#[N:34])=[CH:31][CH:30]=1)=[O:28], predict the reaction product. The product is: [N:8]1([C:6]([O:5][C:1]([CH3:4])([CH3:2])[CH3:3])=[O:7])[CH2:15][CH2:14][CH2:13][C@H:9]1[C:10]([O:12][CH2:26][C:27]([C:29]1[CH:36]=[CH:35][C:32]([C:33]#[N:34])=[CH:31][CH:30]=1)=[O:28])=[O:11]. (3) Given the reactants [Cl:1][C:2]1[C:3](=[O:26])[N:4](CC2C=CC(OC)=CC=2)[C:5]2[C:10]([N:11]=1)=[CH:9][C:8]([C:12]([O:14][CH3:15])=[O:13])=[C:7]([F:16])[CH:6]=2.S(=O)(=O)(O)O, predict the reaction product. The product is: [Cl:1][C:2]1[C:3](=[O:26])[NH:4][C:5]2[C:10]([N:11]=1)=[CH:9][C:8]([C:12]([O:14][CH3:15])=[O:13])=[C:7]([F:16])[CH:6]=2. (4) The product is: [C:7]([NH:9][C:29]1[CH:28]=[C:27]([CH2:26][NH:1][C:2]2[N:3]=[CH:4][S:5][C:6]=2[C:7]([NH:9][C:10]2[CH:20]=[CH:19][C:13]3[O:14][C:15]([F:18])([F:17])[O:16][C:12]=3[CH:11]=2)=[O:8])[CH:32]=[CH:31][N:30]=1)(=[O:8])[CH3:6]. Given the reactants [NH2:1][C:2]1[N:3]=[CH:4][S:5][C:6]=1[C:7]([NH:9][C:10]1[CH:20]=[CH:19][C:13]2[O:14][C:15]([F:18])([F:17])[O:16][C:12]=2[CH:11]=1)=[O:8].CS(O[CH2:26][C:27]1[CH:32]=[CH:31][N:30]=[C:29](C(NC)=O)[CH:28]=1)(=O)=O, predict the reaction product. (5) The product is: [CH:1]1([N:4]2[C:5]3=[N:6][CH:7]=[CH:8][N:9]=[C:10]3[NH:11][C:17]2=[O:18])[CH2:3][CH2:2]1. Given the reactants [CH:1]1([NH:4][C:5]2[C:10]([NH2:11])=[N:9][CH:8]=[CH:7][N:6]=2)[CH2:3][CH2:2]1.C1N=CN([C:17](N2C=NC=C2)=[O:18])C=1, predict the reaction product. (6) Given the reactants C1(P(C2C=CC=CC=2)C2C3OC4C(=CC=CC=4P(C4C=CC=CC=4)C4C=CC=CC=4)C(C)(C)C=3C=CC=2)C=CC=CC=1.Br[C:44]1[CH:45]=[N:46][CH:47]=[N:48][CH:49]=1.[CH3:50][C:51]1[CH:56]=[CH:55][C:54]([N+:57]([O-:59])=[O:58])=[CH:53][C:52]=1[N:60]1[CH2:70][CH2:69][C:63]2[N:64]=[C:65]([NH2:68])[N:66]=[CH:67][C:62]=2[CH2:61]1.C(=O)([O-])[O-].[Cs+].[Cs+], predict the reaction product. The product is: [CH3:50][C:51]1[CH:56]=[CH:55][C:54]([N+:57]([O-:59])=[O:58])=[CH:53][C:52]=1[N:60]1[CH2:70][CH2:69][C:63]2[N:64]=[C:65]([NH:68][C:44]3[CH:45]=[N:46][CH:47]=[N:48][CH:49]=3)[N:66]=[CH:67][C:62]=2[CH2:61]1. (7) Given the reactants [N:1]1[CH:6]=[CH:5][C:4]([N:7]2[CH2:12][CH2:11][CH:10]([C:13]([OH:15])=[O:14])[CH2:9][CH2:8]2)=[CH:3][CH:2]=1.O[CH2:17][C:18]1[CH:27]=[C:26]2[C:21]([CH2:22][CH2:23][N:24]([C:28]([O:30][C:31]([CH3:34])([CH3:33])[CH3:32])=[O:29])[CH2:25]2)=[CH:20][CH:19]=1, predict the reaction product. The product is: [N:1]1[CH:2]=[CH:3][C:4]([N:7]2[CH2:12][CH2:11][CH:10]([C:13]([O:15][CH2:17][C:18]3[CH:27]=[C:26]4[C:21]([CH2:22][CH2:23][N:24]([C:28]([O:30][C:31]([CH3:34])([CH3:33])[CH3:32])=[O:29])[CH2:25]4)=[CH:20][CH:19]=3)=[O:14])[CH2:9][CH2:8]2)=[CH:5][CH:6]=1. (8) Given the reactants [OH:1][CH2:2][CH2:3][N:4]([CH3:22])[CH2:5][CH2:6][CH2:7][N:8]1[C:17]2[C:12](=[CH:13][C:14]([N+:18]([O-:20])=[O:19])=[CH:15][CH:16]=2)[CH2:11][CH2:10][C:9]1=O.C1COCC1, predict the reaction product. The product is: [CH3:22][N:4]([CH2:5][CH2:6][CH2:7][N:8]1[C:17]2[C:12](=[CH:13][C:14]([N+:18]([O-:20])=[O:19])=[CH:15][CH:16]=2)[CH2:11][CH2:10][CH2:9]1)[CH2:3][CH2:2][OH:1]. (9) Given the reactants [CH2:1]([N:5]([CH2:23][C:24]1[CH:36]=[CH:35][C:27]([O:28][CH2:29][C:30]([O:32]CC)=[O:31])=[C:26]([CH3:37])[CH:25]=1)[C:6]1[C:7]([CH3:22])=[C:8]([C:12]2[CH:17]=[CH:16][C:15]([C:18]([F:21])([F:20])[F:19])=[CH:14][CH:13]=2)[CH:9]=[CH:10][CH:11]=1)[CH2:2][CH2:3][CH3:4].[OH-].[Na+], predict the reaction product. The product is: [CH2:1]([N:5]([CH2:23][C:24]1[CH:36]=[CH:35][C:27]([O:28][CH2:29][C:30]([OH:32])=[O:31])=[C:26]([CH3:37])[CH:25]=1)[C:6]1[C:7]([CH3:22])=[C:8]([C:12]2[CH:13]=[CH:14][C:15]([C:18]([F:21])([F:20])[F:19])=[CH:16][CH:17]=2)[CH:9]=[CH:10][CH:11]=1)[CH2:2][CH2:3][CH3:4].